Dataset: Catalyst prediction with 721,799 reactions and 888 catalyst types from USPTO. Task: Predict which catalyst facilitates the given reaction. (1) Reactant: [C:1]([O:4][CH:5]=[CH2:6])(=[O:3])[CH3:2].P(OCC(F)(F)F)(OCC(F)(F)F)OCC(F)(F)F.C(OOC(=O)C1C=CC=CC=1)(=O)C1C=CC=CC=1.[CH:44]([C:46]1[CH:51]=[CH:50][CH:49]=[CH:48][C:47]=1[CH:52]=[CH2:53])=[CH2:45]. Product: [C:1]([O:4][CH:5]=[CH2:6])(=[O:3])[CH3:2].[CH:44]([C:46]1[CH:51]=[CH:50][CH:49]=[CH:48][C:47]=1[CH:52]=[CH2:53])=[CH2:45]. The catalyst class is: 113. (2) Reactant: OO.[F:3][C:4]1[CH:11]=[C:10]([NH:12][C@H:13]2[CH2:18][CH2:17][C@H:16]([OH:19])[CH2:15][CH2:14]2)[CH:9]=[CH:8][C:5]=1[C:6]#[N:7].[OH-].[Li+].S([O-])([O-])(=[O:24])=S.[Na+].[Na+]. Product: [F:3][C:4]1[CH:11]=[C:10]([NH:12][C@H:13]2[CH2:18][CH2:17][C@H:16]([OH:19])[CH2:15][CH2:14]2)[CH:9]=[CH:8][C:5]=1[C:6]([NH2:7])=[O:24]. The catalyst class is: 24. (3) Reactant: [NH2:1][CH2:2][CH2:3][NH:4][C:5](=[O:11])[O:6][C:7]([CH3:10])([CH3:9])[CH3:8].C(N(CC)CC)C.[CH3:19][S:20](Cl)(=[O:22])=[O:21]. Product: [CH3:19][S:20]([NH:1][CH2:2][CH2:3][NH:4][C:5](=[O:11])[O:6][C:7]([CH3:8])([CH3:10])[CH3:9])(=[O:22])=[O:21]. The catalyst class is: 1. (4) Reactant: N1C=CC=CC=1.[OH:7][N:8]=[C:9]([C:11]1[C:12](=[O:42])[N:13]([CH2:30][C:31]2[CH:36]=[CH:35][CH:34]=[C:33]([C:37]([F:40])([F:39])[F:38])[C:32]=2[CH3:41])[C:14](=[O:29])[N:15]([C:17]2[CH:22]=[CH:21][C:20]([N:23]3[CH2:27][CH2:26][NH:25][C:24]3=[O:28])=[CH:19][CH:18]=2)[CH:16]=1)[NH2:10].Cl[C:44](OCC(C)C)=[O:45]. Product: [CH3:41][C:32]1[C:33]([C:37]([F:40])([F:39])[F:38])=[CH:34][CH:35]=[CH:36][C:31]=1[CH2:30][N:13]1[C:12](=[O:42])[C:11]([C:9]2[NH:10][C:44](=[O:45])[O:7][N:8]=2)=[CH:16][N:15]([C:17]2[CH:18]=[CH:19][C:20]([N:23]3[CH2:27][CH2:26][NH:25][C:24]3=[O:28])=[CH:21][CH:22]=2)[C:14]1=[O:29]. The catalyst class is: 18. (5) Reactant: [H-].[Na+].[Cl:3][C:4]1[C:5]([OH:14])=[C:6]([O:12][CH3:13])[CH:7]=[C:8]([CH:11]=1)[CH:9]=[O:10].Br[CH2:16][CH2:17][OH:18]. Product: [Cl:3][C:4]1[CH:11]=[C:8]([CH:7]=[C:6]([O:12][CH3:13])[C:5]=1[O:14][CH2:16][CH2:17][OH:18])[CH:9]=[O:10]. The catalyst class is: 39. (6) Reactant: [Br:1][C:2]1[CH:3]=[C:4]([C:12]([O:14]C)=[O:13])[CH:5]=[C:6]([C:8]([O:10][CH3:11])=[O:9])[CH:7]=1.O[Li].O.O. Product: [Br:1][C:2]1[CH:3]=[C:4]([CH:5]=[C:6]([C:8]([O:10][CH3:11])=[O:9])[CH:7]=1)[C:12]([OH:14])=[O:13]. The catalyst class is: 1. (7) Reactant: [CH2:1]([O:8][C:9]1[CH:14]=[CH:13][CH:12]=[CH:11][C:10]=1[OH:15])[C:2]1[CH:7]=[CH:6][CH:5]=[CH:4][CH:3]=1.[H-].[Na+].F[C:19]1[CH:24]=[C:23]([N:25]2[C:30](=[O:31])[CH:29]=[C:28]([C:32]([F:35])([F:34])[F:33])[N:27]([CH3:36])[C:26]2=[O:37])[C:22]([F:38])=[CH:21][C:20]=1[N+:39]([O-:41])=[O:40]. Product: [CH2:1]([O:8][C:9]1[CH:14]=[CH:13][CH:12]=[CH:11][C:10]=1[O:15][C:19]1[CH:24]=[C:23]([N:25]2[C:30](=[O:31])[CH:29]=[C:28]([C:32]([F:34])([F:35])[F:33])[N:27]([CH3:36])[C:26]2=[O:37])[C:22]([F:38])=[CH:21][C:20]=1[N+:39]([O-:41])=[O:40])[C:2]1[CH:3]=[CH:4][CH:5]=[CH:6][CH:7]=1. The catalyst class is: 9.